Dataset: Forward reaction prediction with 1.9M reactions from USPTO patents (1976-2016). Task: Predict the product of the given reaction. (1) Given the reactants [Cl:1][C:2]1[CH:7]=[C:6]([NH:8][CH:9]2[CH2:13][CH2:12][CH2:11][CH2:10]2)[N:5]2[N:14]=[C:15]([C:26]3[CH:31]=[CH:30][C:29]([O:32][CH3:33])=[CH:28][CH:27]=3)[C:16]([C:17]3[CH:22]=[CH:21][N:20]=[C:19](S(C)=O)[N:18]=3)=[C:4]2[CH:3]=1.C(OCC)(=O)C.[CH:40]1([NH2:43])[CH2:42][CH2:41]1, predict the reaction product. The product is: [Cl:1][C:2]1[CH:7]=[C:6]([NH:8][CH:9]2[CH2:13][CH2:12][CH2:11][CH2:10]2)[N:5]2[N:14]=[C:15]([C:26]3[CH:31]=[CH:30][C:29]([O:32][CH3:33])=[CH:28][CH:27]=3)[C:16]([C:17]3[CH:22]=[CH:21][N:20]=[C:19]([NH:43][CH:40]4[CH2:42][CH2:41]4)[N:18]=3)=[C:4]2[CH:3]=1. (2) Given the reactants [C:1]([C:3]1[CH:4]=[C:5]([CH:29]=[CH:30][C:31]=1[O:32][CH:33]([CH3:35])[CH3:34])[CH2:6][O:7][C:8]1[CH:16]=[CH:15][C:14]2[N:13]3[CH2:17][CH2:18][CH:19]([CH2:20][C:21]([O:23][C:24]([CH3:27])([CH3:26])[CH3:25])=[O:22])[C:12]3=[C:11](I)[C:10]=2[CH:9]=1)#[N:2].[CH2:36]1COCC1.[Cl-].C[Zn+], predict the reaction product. The product is: [C:1]([C:3]1[CH:4]=[C:5]([CH:29]=[CH:30][C:31]=1[O:32][CH:33]([CH3:35])[CH3:34])[CH2:6][O:7][C:8]1[CH:16]=[CH:15][C:14]2[N:13]3[CH2:17][CH2:18][CH:19]([CH2:20][C:21]([O:23][C:24]([CH3:27])([CH3:26])[CH3:25])=[O:22])[C:12]3=[C:11]([CH3:36])[C:10]=2[CH:9]=1)#[N:2].